From a dataset of Microsomal clearance measurements from AstraZeneca. Regression/Classification. Given a drug SMILES string, predict its absorption, distribution, metabolism, or excretion properties. Task type varies by dataset: regression for continuous measurements (e.g., permeability, clearance, half-life) or binary classification for categorical outcomes (e.g., BBB penetration, CYP inhibition). For this dataset (clearance_microsome_az), we predict log10(clearance) (log10 of the in vitro intrinsic clearance, CLint, in uL/min per mg of human liver microsomal protein, equivalently mL/min/g; values are censored to the assay range of 3 to 150, which is 0.477 to 2.18 on this log10 scale). The drug is N#Cc1ccc2[nH]c(-c3ccc(F)cc3)c(CCCC(=O)NS(N)(=O)=O)c2c1. The log10(clearance) is 0.480.